Predict the product of the given reaction. From a dataset of Forward reaction prediction with 1.9M reactions from USPTO patents (1976-2016). (1) Given the reactants O1C2C=CC(C3C=C(C(O)=O)C(=O)N(CC4C=CC(F)=CC=4)N=3)=CC=2C=C1.[C:28]([C:31]1[C:32](=[O:56])[N:33]([CH2:46][CH2:47][CH2:48][C:49]2[CH:54]=[CH:53][CH:52]=[CH:51][C:50]=2[Cl:55])[N:34]=[C:35]([C:37]2[CH:38]=[CH:39][C:40]3[O:44][CH2:43][CH2:42][C:41]=3[CH:45]=2)[CH:36]=1)(O)=[O:29], predict the reaction product. The product is: [Cl:55][C:50]1[CH:51]=[CH:52][CH:53]=[CH:54][C:49]=1[CH2:48][CH2:47][CH2:46][N:33]1[C:32](=[O:56])[C:31]([CH2:28][OH:29])=[CH:36][C:35]([C:37]2[CH:38]=[CH:39][C:40]3[O:44][CH2:43][CH2:42][C:41]=3[CH:45]=2)=[N:34]1. (2) Given the reactants [N:1]1[CH:6]=[CH:5][CH:4]=[C:3]([C:7]2[NH:8][C:9]3[C:14]([CH:15]=2)=[CH:13][C:12]([C:16]#[N:17])=[CH:11][CH:10]=3)[CH:2]=1.C[Si]([N-][Si](C)(C)C)(C)C.[K+].C1(C)C=CC=CC=1.[CH3:35][O:36][C:37](=[O:47])[C:38]1[CH:43]=[CH:42][C:41]([C:44](Cl)=[O:45])=[CH:40][CH:39]=1, predict the reaction product. The product is: [CH3:35][O:36][C:37](=[O:47])[C:38]1[CH:43]=[CH:42][C:41]([C:44]([N:8]2[C:9]3[C:14](=[CH:13][C:12]([C:16]#[N:17])=[CH:11][CH:10]=3)[CH:15]=[C:7]2[C:3]2[CH:2]=[N:1][CH:6]=[CH:5][CH:4]=2)=[O:45])=[CH:40][CH:39]=1.